From a dataset of Forward reaction prediction with 1.9M reactions from USPTO patents (1976-2016). Predict the product of the given reaction. (1) Given the reactants [O:1]=[C:2]1[C@@H:8]([NH:9][C:10](=[O:13])[O:11][CH3:12])[CH2:7][CH2:6][C:5](=[O:14])[N:4]2[CH2:15][CH2:16][CH2:17][C@@H:18]([C:19]3[NH:20][C:21]([C:24]4[CH:29]=[CH:28][C:27](B5OC(C)(C)C(C)(C)O5)=[CH:26][CH:25]=4)=[CH:22][N:23]=3)[N:3]12.[Br:39][C:40]1[CH:41]=[C:42]2[C:47](=[CH:48][CH:49]=1)[N:46]=[C:45](Cl)[CH:44]=[N:43]2.C([O-])([O-])=O.[Cs+].[Cs+].O1CCOCC1, predict the reaction product. The product is: [Br:39][C:40]1[CH:41]=[C:42]2[C:47](=[CH:48][CH:49]=1)[N:46]=[C:45]([C:27]1[CH:26]=[CH:25][C:24]([C:21]3[NH:20][C:19]([C@H:18]4[N:3]5[C:2](=[O:1])[C@@H:8]([NH:9][C:10](=[O:13])[O:11][CH3:12])[CH2:7][CH2:6][C:5](=[O:14])[N:4]5[CH2:15][CH2:16][CH2:17]4)=[N:23][CH:22]=3)=[CH:29][CH:28]=1)[CH:44]=[N:43]2. (2) Given the reactants [Li]CCCC.Br[C:7]1[CH:8]=[CH:9][CH:10]=[C:11]2[C:16]=1[N:15]=[CH:14][CH:13]=[CH:12]2.[CH3:17][C:18]1[C:19](=O)[CH2:20][CH2:21][C:22]=1[CH3:23].Cl.N, predict the reaction product. The product is: [N:15]1[C:16]2[C:11](=[CH:10][CH:9]=[CH:8][C:7]=2[C:19]2[CH2:20][CH:21]=[C:22]([CH3:23])[C:18]=2[CH3:17])[CH:12]=[CH:13][CH:14]=1. (3) Given the reactants [CH2:1]([N:8]1[C:16]2[CH:15]=[C:14]([Cl:17])[N:13]=[CH:12][C:11]=2[C:10]([CH:18]=[O:19])=[C:9]1[CH:20]([CH3:22])[CH3:21])[C:2]1[CH:7]=[CH:6][CH:5]=[CH:4][CH:3]=1.[O-:23]Cl=O.[Na+], predict the reaction product. The product is: [CH2:1]([N:8]1[C:16]2[CH:15]=[C:14]([Cl:17])[N:13]=[CH:12][C:11]=2[C:10]([C:18]([OH:23])=[O:19])=[C:9]1[CH:20]([CH3:22])[CH3:21])[C:2]1[CH:3]=[CH:4][CH:5]=[CH:6][CH:7]=1. (4) Given the reactants [O:1]1[C:5]2[CH:6]=[CH:7][CH:8]=[CH:9][C:4]=2[N:3]=[C:2]1[C:10]1[CH:11]=[C:12]([NH2:17])[CH:13]=[CH:14][C:15]=1[Cl:16].N1C=CC=CC=1.Cl[C:25]([O:27][CH3:28])=[O:26], predict the reaction product. The product is: [CH3:28][O:27][C:25](=[O:26])[NH:17][C:12]1[CH:13]=[CH:14][C:15]([Cl:16])=[C:10]([C:2]2[O:1][C:5]3[CH:6]=[CH:7][CH:8]=[CH:9][C:4]=3[N:3]=2)[CH:11]=1. (5) Given the reactants [NH2:1][C:2]1[CH:17]=[CH:16][C:5]([O:6][C:7]2[CH:14]=[CH:13][C:12]([F:15])=[CH:11][C:8]=2[C:9]#[N:10])=[CH:4][C:3]=1[CH3:18].C([O-])(=O)C.[K+].C(OC(=O)C)(=O)C.[N:31](OCCC(C)C)=O.Cl.[OH-].[Na+], predict the reaction product. The product is: [NH:1]1[C:2]2[C:3](=[CH:4][C:5]([O:6][C:7]3[CH:14]=[CH:13][C:12]([F:15])=[CH:11][C:8]=3[C:9]#[N:10])=[CH:16][CH:17]=2)[CH:18]=[N:31]1. (6) Given the reactants [CH3:1][N:2]([C:7]1[CH:12]=[CH:11][CH:10]=[CH:9][C:8]=1B1OC(C)(C)C(C)(C)O1)[S:3]([CH3:6])(=[O:5])=[O:4].Br[C:23]1[CH:28]=[CH:27][C:26]([C:29]2[N:30]=[CH:31][C:32]([NH2:35])=[N:33][CH:34]=2)=[C:25]([F:36])[CH:24]=1, predict the reaction product. The product is: [NH2:35][C:32]1[N:33]=[CH:34][C:29]([C:26]2[CH:27]=[CH:28][C:23]([C:8]3[CH:9]=[CH:10][CH:11]=[CH:12][C:7]=3[N:2]([CH3:1])[S:3]([CH3:6])(=[O:4])=[O:5])=[CH:24][C:25]=2[F:36])=[N:30][CH:31]=1. (7) Given the reactants [CH3:1][O:2][C:3]([CH:5]1[C:10](=[O:11])[CH:9]2[N:12]([C:13]([O:15][C:16]([CH3:19])([CH3:18])[CH3:17])=[O:14])[CH:6]1[CH:7]=[CH:8]2)=[O:4], predict the reaction product. The product is: [CH3:1][O:2][C:3]([CH:5]1[C:10](=[O:11])[CH:9]2[N:12]([C:13]([O:15][C:16]([CH3:19])([CH3:18])[CH3:17])=[O:14])[CH:6]1[CH2:7][CH2:8]2)=[O:4]. (8) Given the reactants [OH:1][CH:2]([C:19]1[CH:24]=[CH:23][C:22]([C:25]2[N:29]=[C:28]([C:30]3[O:34][N:33]=[C:32]([C:35]4[CH:40]=[CH:39][CH:38]=[CH:37][CH:36]=4)[C:31]=3[C:41]([F:44])([F:43])[F:42])[O:27][N:26]=2)=[CH:21][CH:20]=1)[C:3]([NH:5][CH2:6][CH:7]1[CH2:11][CH2:10][CH2:9][N:8]1C(OC(C)(C)C)=O)=[O:4].[C:45]([OH:51])([C:47]([F:50])([F:49])[F:48])=[O:46], predict the reaction product. The product is: [OH:1][CH:2]([C:19]1[CH:20]=[CH:21][C:22]([C:25]2[N:29]=[C:28]([C:30]3[O:34][N:33]=[C:32]([C:35]4[CH:40]=[CH:39][CH:38]=[CH:37][CH:36]=4)[C:31]=3[C:41]([F:42])([F:43])[F:44])[O:27][N:26]=2)=[CH:23][CH:24]=1)[C:3]([NH:5][CH2:6][CH:7]1[CH2:11][CH2:10][CH2:9][NH:8]1)=[O:4].[C:45]([OH:51])([C:47]([F:50])([F:49])[F:48])=[O:46].